Dataset: Reaction yield outcomes from USPTO patents with 853,638 reactions. Task: Predict the reaction yield, written as a fraction of the theoretical maximum amount of product (1.0 means a 100% yield; for example, 0.34 means a 34% yield). (1) The reactants are [C:1]1([CH2:7][C:8]([OH:10])=O)[CH:6]=[CH:5][CH:4]=[CH:3][CH:2]=1.C1N=CN(C(N2C=NC=C2)=O)C=1.[Br:23][C:24]1[CH:25]=[C:26]([NH2:31])[C:27]([NH2:30])=[N:28][CH:29]=1. The catalyst is CC#N. The product is [NH2:31][C:26]1[C:27]([NH:30][C:8](=[O:10])[CH2:7][C:1]2[CH:2]=[CH:3][CH:4]=[CH:5][CH:6]=2)=[N:28][CH:29]=[C:24]([Br:23])[CH:25]=1. The yield is 0.340. (2) The reactants are [NH2:1][C:2]1[CH:7]=[CH:6][C:5]([N:8]2[CH2:13][CH2:12][C:11]3[C:14]([C:25]([O:27]CC)=O)=[N:15][N:16]([C:17]4[CH:22]=[CH:21][C:20]([O:23][CH3:24])=[CH:19][CH:18]=4)[C:10]=3[C:9]2=[O:30])=[CH:4][CH:3]=1.[NH3:31]. The catalyst is O. The product is [NH2:1][C:2]1[CH:7]=[CH:6][C:5]([N:8]2[CH2:13][CH2:12][C:11]3[C:14]([C:25]([NH2:31])=[O:27])=[N:15][N:16]([C:17]4[CH:22]=[CH:21][C:20]([O:23][CH3:24])=[CH:19][CH:18]=4)[C:10]=3[C:9]2=[O:30])=[CH:4][CH:3]=1. The yield is 0.900.